Task: Predict the reactants needed to synthesize the given product.. Dataset: Full USPTO retrosynthesis dataset with 1.9M reactions from patents (1976-2016) Given the product [Cl:1][C:2]1[CH:8]=[C:7]([I:9])[CH:6]=[CH:5][C:3]=1[NH:4][S:19]([C:16]1[CH:15]=[CH:14][C:13]([N+:10]([O-:12])=[O:11])=[CH:18][CH:17]=1)(=[O:20])=[O:21], predict the reactants needed to synthesize it. The reactants are: [Cl:1][C:2]1[CH:8]=[C:7]([I:9])[CH:6]=[CH:5][C:3]=1[NH2:4].[N+:10]([C:13]1[CH:18]=[CH:17][C:16]([S:19](Cl)(=[O:21])=[O:20])=[CH:15][CH:14]=1)([O-:12])=[O:11].